From a dataset of Full USPTO retrosynthesis dataset with 1.9M reactions from patents (1976-2016). Predict the reactants needed to synthesize the given product. (1) Given the product [C:31]1([C:37]2[CH:38]=[C:39]([C:7]3[CH2:14][CH:13]4[CH2:15][CH:9]([CH2:10][N:11]([C:16]([O:18][CH2:19][CH3:20])=[O:17])[CH2:12]4)[CH:8]=3)[CH:40]=[N:41][CH:42]=2)[CH:32]=[CH:33][CH:34]=[CH:35][CH:36]=1, predict the reactants needed to synthesize it. The reactants are: FC(F)(F)S(O[C:7]1[CH2:14][CH:13]2[CH2:15][CH:9]([CH2:10][N:11]([C:16]([O:18][CH2:19][CH3:20])=[O:17])[CH2:12]2)[CH:8]=1)(=O)=O.C(=O)([O-])[O-].[Na+].[Na+].[Cl-].[Li+].[C:31]1([C:37]2[CH:38]=[C:39](B(O)O)[CH:40]=[N:41][CH:42]=2)[CH:36]=[CH:35][CH:34]=[CH:33][CH:32]=1. (2) Given the product [Cl:1][C:2]1[N:7]=[C:6]2[N:8]([C:9]3[CH:14]=[CH:13][C:12]([C:15]4([NH:19][C:20](=[O:26])[O:21][C:22]([CH3:25])([CH3:24])[CH3:23])[CH2:18][CH2:17][CH2:16]4)=[CH:11][CH:10]=3)[C:30]([C:31]3[CH:36]=[CH:35][CH:34]=[CH:33][CH:32]=3)=[N:27][C:5]2=[CH:4][CH:3]=1, predict the reactants needed to synthesize it. The reactants are: [Cl:1][C:2]1[N:7]=[C:6]([NH:8][C:9]2[CH:14]=[CH:13][C:12]([C:15]3([NH:19][C:20](=[O:26])[O:21][C:22]([CH3:25])([CH3:24])[CH3:23])[CH2:18][CH2:17][CH2:16]3)=[CH:11][CH:10]=2)[C:5]([N+:27]([O-])=O)=[CH:4][CH:3]=1.[CH:30](=O)[C:31]1[CH:36]=[CH:35][CH:34]=[CH:33][CH:32]=1.S(S([O-])=O)([O-])=O.[Na+].[Na+].[OH-].[Na+].CC(OC(OC(OC(C)(C)C)=O)=O)(C)C. (3) Given the product [Br:13][C:8]1[C:7]([C:14]2[CH:19]=[CH:18][N:17]=[C:16]([CH3:20])[CH:15]=2)=[C:3]2[C:2](=[C:10]([OH:11])[CH:9]=1)[N:1]=[CH:21][NH:23][C:4]2=[O:6], predict the reactants needed to synthesize it. The reactants are: [NH2:1][C:2]1[C:10]([O:11]C)=[CH:9][C:8]([Br:13])=[C:7]([C:14]2[CH:19]=[CH:18][N:17]=[C:16]([CH3:20])[CH:15]=2)[C:3]=1[C:4]([OH:6])=O.[CH:21]([NH2:23])=O. (4) The reactants are: Cl[CH2:2][CH2:3][CH2:4][CH2:5][CH2:6][CH2:7][O:8][C:9]1[CH:10]=[C:11]([C:15](=[O:17])[CH3:16])[CH:12]=[CH:13][CH:14]=1.[CH3:18][CH:19]([CH3:35])[C:20]([NH:22][C:23]1[CH:28]=[CH:27][CH:26]=[C:25]([CH:29]2[CH2:34][CH2:33][NH:32][CH2:31][CH2:30]2)[CH:24]=1)=[O:21]. Given the product [C:15]([C:11]1[CH:10]=[C:9]([CH:14]=[CH:13][CH:12]=1)[O:8][CH2:7][CH2:6][CH2:5][CH2:4][CH2:3][CH2:2][N:32]1[CH2:33][CH2:34][CH:29]([C:25]2[CH:24]=[C:23]([NH:22][C:20](=[O:21])[CH:19]([CH3:18])[CH3:35])[CH:28]=[CH:27][CH:26]=2)[CH2:30][CH2:31]1)(=[O:17])[CH3:16], predict the reactants needed to synthesize it. (5) Given the product [N:10]([CH2:2][C:3]([C:5]1[S:6][CH:7]=[CH:8][CH:9]=1)=[O:4])=[N+:11]=[N-:12], predict the reactants needed to synthesize it. The reactants are: Br[CH2:2][C:3]([C:5]1[S:6][CH:7]=[CH:8][CH:9]=1)=[O:4].[N-:10]=[N+:11]=[N-:12].[Na+]. (6) Given the product [OH:8][C:9]1[CH:14]=[CH:13][C:12]2[C:15]3([CH2:38][O:39][C:11]=2[CH:10]=1)[C:23]1[C:18](=[CH:19][CH:20]=[CH:21][CH:22]=1)[NH:17][C:16]3=[O:37], predict the reactants needed to synthesize it. The reactants are: C([O:8][C:9]1[CH:14]=[CH:13][C:12]2[C:15]3([CH2:38][O:39][C:11]=2[CH:10]=1)[C:23]1[C:18](=[CH:19][CH:20]=[CH:21][CH:22]=1)[N:17](C(C1C=CC=CC=1)C1C=CC=CC=1)[C:16]3=[O:37])C1C=CC=CC=1.[H][H]. (7) Given the product [F:20][CH:8]([C:4]1[CH:5]=[CH:6][CH:7]=[C:2]([I:1])[CH:3]=1)[CH2:9][CH2:10][CH:11]=[CH2:12], predict the reactants needed to synthesize it. The reactants are: [I:1][C:2]1[CH:3]=[C:4]([CH:8](O)[CH2:9][CH2:10][CH:11]=[CH2:12])[CH:5]=[CH:6][CH:7]=1.CCN(S(F)(F)[F:20])CC.